Dataset: Peptide-MHC class II binding affinity with 134,281 pairs from IEDB. Task: Regression. Given a peptide amino acid sequence and an MHC pseudo amino acid sequence, predict their binding affinity value. This is MHC class II binding data. (1) The peptide sequence is FDAFVAYHIGARIVS. The MHC is HLA-DQA10101-DQB10501 with pseudo-sequence HLA-DQA10101-DQB10501. The binding affinity (normalized) is 0.502. (2) The peptide sequence is VRYTTEGGTKTEAEDVIPEG. The MHC is DRB1_1201 with pseudo-sequence DRB1_1201. The binding affinity (normalized) is 0. (3) The peptide sequence is GELQIVDKIDLAFKI. The MHC is DRB1_0101 with pseudo-sequence DRB1_0101. The binding affinity (normalized) is 0.428. (4) The peptide sequence is QLIYPLISPSFLVYS. The MHC is DRB5_0101 with pseudo-sequence DRB5_0101. The binding affinity (normalized) is 0.219.